From a dataset of Catalyst prediction with 721,799 reactions and 888 catalyst types from USPTO. Predict which catalyst facilitates the given reaction. (1) Reactant: [H-].[H-].[H-].[H-].[Li+].[Al+3].[Al+3].[Cl-].[Cl-].[Cl-].[Br:11][C:12]1[CH:13]=[CH:14][C:15]([O:29][CH3:30])=[C:16]2[C:20]=1[N:19]([CH3:21])[CH:18]=[C:17]2[C:22](=[O:28])[C:23]([N:25]([CH3:27])[CH3:26])=O. Product: [Br:11][C:12]1[CH:13]=[CH:14][C:15]([O:29][CH3:30])=[C:16]2[C:20]=1[N:19]([CH3:21])[CH:18]=[C:17]2[CH:22]([OH:28])[CH2:23][N:25]([CH3:26])[CH3:27]. The catalyst class is: 1. (2) Reactant: C([O:8][C:9]1[CH:18]=[CH:17][CH:16]=[C:15]2[C:10]=1[CH:11]=[C:12]([C:19]([O:21][CH2:22][CH3:23])=[O:20])[CH:13]=[N:14]2)C1C=CC=CC=1. Product: [OH:8][C:9]1[CH:18]=[CH:17][CH:16]=[C:15]2[C:10]=1[CH:11]=[C:12]([C:19]([O:21][CH2:22][CH3:23])=[O:20])[CH:13]=[N:14]2. The catalyst class is: 29. (3) Product: [Cl:3][C:4]1[C:12]2[C:7](=[N:8][CH:9]=[CH:10][C:11]=2[O:13][C:14]2[C:19]([F:20])=[CH:18][C:17]([NH2:21])=[CH:16][C:15]=2[F:28])[NH:6][CH:5]=1. Reactant: [OH-].[Na+].[Cl:3][C:4]1[C:12]2[C:7](=[N:8][CH:9]=[CH:10][C:11]=2[O:13][C:14]2[C:19]([F:20])=[CH:18][C:17]([NH:21]C(=O)C(F)(F)F)=[CH:16][C:15]=2[F:28])[NH:6][CH:5]=1. The catalyst class is: 8. (4) Reactant: IC.[Cl:3][C:4]1[N:9]=[C:8]([NH:10][C:11]2[CH:16]=[CH:15][C:14]([F:17])=[C:13]([Cl:18])[C:12]=2[F:19])[CH:7]=[CH:6][N:5]=1.[C:20]([O-])([O-])=O.[Cs+].[Cs+]. Product: [Cl:3][C:4]1[N:9]=[C:8]([N:10]([C:11]2[CH:16]=[CH:15][C:14]([F:17])=[C:13]([Cl:18])[C:12]=2[F:19])[CH3:20])[CH:7]=[CH:6][N:5]=1. The catalyst class is: 10. (5) The catalyst class is: 461. Product: [CH3:19][O:20][CH2:21][C:22]1[CH:27]=[CH:26][C:25]([C:2]2[CH:12]=[CH:11][C:5]([C:6]([O:8][CH2:9][CH3:10])=[O:7])=[CH:4][CH:3]=2)=[CH:24][CH:23]=1. Reactant: I[C:2]1[CH:12]=[CH:11][C:5]([C:6]([O:8][CH2:9][CH3:10])=[O:7])=[CH:4][CH:3]=1.C(=O)([O-])[O-].[Cs+].[Cs+].[CH3:19][O:20][CH2:21][C:22]1[CH:27]=[CH:26][C:25](B2OC(C)(C)C(C)(C)O2)=[CH:24][CH:23]=1.